From a dataset of hERG potassium channel inhibition data for cardiac toxicity prediction from Karim et al.. Regression/Classification. Given a drug SMILES string, predict its toxicity properties. Task type varies by dataset: regression for continuous values (e.g., LD50, hERG inhibition percentage) or binary classification for toxic/non-toxic outcomes (e.g., AMES mutagenicity, cardiotoxicity, hepatotoxicity). Dataset: herg_karim. (1) The drug is CC(C)CN(C(=O)c1ccccc1C(C)C)C1CCNC1. The result is 0 (non-blocker). (2) The compound is Cc1ncc(-c2nc(Nc3ccc(C(N)=O)cc3)ncc2F)n1C(C)C. The result is 0 (non-blocker). (3) The molecule is CC(C(=O)NC1(c2ccccc2)CCC(N2CCC(O)CC2)CC1)c1cc(C(F)(F)F)cc(C(F)(F)F)c1. The result is 1 (blocker). (4) The drug is COc1ccc([C@@H](C)N[C@@H]2CC[C@@H](C(=O)N3CCC(c4ccccc4)(c4ccccc4)CC3)C(C)(C)C2)cc1. The result is 1 (blocker). (5) The compound is N#Cc1cc(NCC(=O)NC2CN([C@H]3CC[C@@](O)(c4cncs4)CC3)C2)c2cc(C(F)(F)F)ccc2n1. The result is 0 (non-blocker). (6) The molecule is Cc1ccc(CN2[C@H]3CC[C@@H]2C[C@@H](Oc2cccc(C(N)=O)c2)C3)s1. The result is 1 (blocker).